This data is from Full USPTO retrosynthesis dataset with 1.9M reactions from patents (1976-2016). The task is: Predict the reactants needed to synthesize the given product. (1) Given the product [C:42]([O:46][C:47]([NH:49][CH2:50][C:51]([NH:53][CH2:54][CH2:55][C:56]([O:20][C:17]1[CH:18]=[CH:19][C:14]2[C:13]3[C:12]([O:21][CH3:22])=[C:11]([O:23][CH3:24])[C:10]([O:25][CH3:26])=[CH:9][C:8]=3[CH2:7][CH2:6][C@H:5]([NH:4][C:2](=[O:3])[CH3:1])[C:15]=2[CH:16]=1)=[O:57])=[O:52])=[O:48])([CH3:45])([CH3:44])[CH3:43], predict the reactants needed to synthesize it. The reactants are: [CH3:1][C:2]([NH:4][CH:5]1[C:15]2[CH:16]=[C:17]([OH:20])[CH:18]=[CH:19][C:14]=2[C:13]2[C:8](=[CH:9][C:10]([O:25][CH3:26])=[C:11]([O:23][CH3:24])[C:12]=2[O:21][CH3:22])[CH2:7][CH2:6]1)=[O:3].C1CCC(N=C=NC2CCCCC2)CC1.[C:42]([O:46][C:47]([NH:49][CH2:50][C:51]([NH:53][CH2:54][CH2:55][C:56](O)=[O:57])=[O:52])=[O:48])([CH3:45])([CH3:44])[CH3:43]. (2) Given the product [Br:1][C:2]1[CH:3]=[C:4]([CH:5]=[CH:6][C:7]=1[O:23][CH3:24])[CH2:8][CH2:9][NH:10][C:19](=[O:20])[O:21][CH3:22], predict the reactants needed to synthesize it. The reactants are: [Br:1][C:2]1[CH:3]=[C:4]([CH2:8][CH2:9][NH2:10])[CH:5]=[CH:6][CH:7]=1.C(N(CC)CC)C.Cl[C:19]([O:21][CH3:22])=[O:20].[O:23]1CCC[CH2:24]1.